This data is from NCI-60 drug combinations with 297,098 pairs across 59 cell lines. The task is: Regression. Given two drug SMILES strings and cell line genomic features, predict the synergy score measuring deviation from expected non-interaction effect. (1) Drug 1: CC1=C(N=C(N=C1N)C(CC(=O)N)NCC(C(=O)N)N)C(=O)NC(C(C2=CN=CN2)OC3C(C(C(C(O3)CO)O)O)OC4C(C(C(C(O4)CO)O)OC(=O)N)O)C(=O)NC(C)C(C(C)C(=O)NC(C(C)O)C(=O)NCCC5=NC(=CS5)C6=NC(=CS6)C(=O)NCCC[S+](C)C)O. Drug 2: COC1=C2C(=CC3=C1OC=C3)C=CC(=O)O2. Cell line: BT-549. Synergy scores: CSS=22.1, Synergy_ZIP=-0.309, Synergy_Bliss=-0.693, Synergy_Loewe=-13.3, Synergy_HSA=0.665. (2) Drug 1: CC1=C(C(CCC1)(C)C)C=CC(=CC=CC(=CC(=O)O)C)C. Drug 2: CC(C)(C#N)C1=CC(=CC(=C1)CN2C=NC=N2)C(C)(C)C#N. Cell line: K-562. Synergy scores: CSS=26.9, Synergy_ZIP=2.34, Synergy_Bliss=1.63, Synergy_Loewe=-3.89, Synergy_HSA=-3.44. (3) Drug 1: CCC1=C2CN3C(=CC4=C(C3=O)COC(=O)C4(CC)O)C2=NC5=C1C=C(C=C5)O. Drug 2: CN(C(=O)NC(C=O)C(C(C(CO)O)O)O)N=O. Cell line: RPMI-8226. Synergy scores: CSS=25.1, Synergy_ZIP=-8.80, Synergy_Bliss=-7.18, Synergy_Loewe=-62.7, Synergy_HSA=-5.50. (4) Drug 1: C1CC(C1)(C2=CC=C(C=C2)C3=C(C=C4C(=N3)C=CN5C4=NNC5=O)C6=CC=CC=C6)N. Drug 2: CCC1=C2CN3C(=CC4=C(C3=O)COC(=O)C4(CC)O)C2=NC5=C1C=C(C=C5)O. Cell line: NCIH23. Synergy scores: CSS=53.0, Synergy_ZIP=-1.10, Synergy_Bliss=2.95, Synergy_Loewe=4.32, Synergy_HSA=7.11. (5) Drug 1: C1CCN(CC1)CCOC2=CC=C(C=C2)C(=O)C3=C(SC4=C3C=CC(=C4)O)C5=CC=C(C=C5)O. Drug 2: CN(CC1=CN=C2C(=N1)C(=NC(=N2)N)N)C3=CC=C(C=C3)C(=O)NC(CCC(=O)O)C(=O)O. Cell line: SR. Synergy scores: CSS=7.24, Synergy_ZIP=-0.0897, Synergy_Bliss=2.18, Synergy_Loewe=-0.529, Synergy_HSA=-0.550. (6) Drug 1: CC1=C(N=C(N=C1N)C(CC(=O)N)NCC(C(=O)N)N)C(=O)NC(C(C2=CN=CN2)OC3C(C(C(C(O3)CO)O)O)OC4C(C(C(C(O4)CO)O)OC(=O)N)O)C(=O)NC(C)C(C(C)C(=O)NC(C(C)O)C(=O)NCCC5=NC(=CS5)C6=NC(=CS6)C(=O)NCCC[S+](C)C)O. Drug 2: CC12CCC3C(C1CCC2O)C(CC4=C3C=CC(=C4)O)CCCCCCCCCS(=O)CCCC(C(F)(F)F)(F)F. Cell line: A498. Synergy scores: CSS=6.08, Synergy_ZIP=-9.88, Synergy_Bliss=-9.55, Synergy_Loewe=-8.60, Synergy_HSA=-6.06.